Task: Predict which catalyst facilitates the given reaction.. Dataset: Catalyst prediction with 721,799 reactions and 888 catalyst types from USPTO (1) Reactant: [CH3:1][O:2][C:3]1[CH:8]=[CH:7][C:6]([NH:9][C:10]2[CH:11]=[CH:12][C:13]([CH2:16][NH:17][C:18]([C@:20]3([NH:25][C:26]([C:28]4[CH:29]=[C:30]([NH:34]C(=O)OC(C)(C)C)[CH:31]=[N:32][CH:33]=4)=[O:27])[CH2:24][CH2:23][O:22][CH2:21]3)=[O:19])=[N:14][CH:15]=2)=[C:5]([C:42]([F:45])([F:44])[F:43])[CH:4]=1.Cl. Product: [NH2:34][C:30]1[CH:31]=[N:32][CH:33]=[C:28]([CH:29]=1)[C:26]([NH:25][C@@:20]1([C:18](=[O:19])[NH:17][CH2:16][C:13]2[CH:12]=[CH:11][C:10]([NH:9][C:6]3[CH:7]=[CH:8][C:3]([O:2][CH3:1])=[CH:4][C:5]=3[C:42]([F:44])([F:45])[F:43])=[CH:15][N:14]=2)[CH2:24][CH2:23][O:22][CH2:21]1)=[O:27]. The catalyst class is: 12. (2) Reactant: [CH2:1]([O:3][C:4]([C:6]1[C:14]2[C:9](=[CH:10][CH:11]=[C:12]([CH2:15][C:16]([O:18][CH2:19][CH3:20])=[O:17])[CH:13]=2)[NH:8][C:7]=1[CH3:21])=[O:5])[CH3:2].[Br:22]Br. Product: [CH2:1]([O:3][C:4]([C:6]1[C:14]2[C:9](=[CH:10][C:11]([Br:22])=[C:12]([CH2:15][C:16]([O:18][CH2:19][CH3:20])=[O:17])[CH:13]=2)[NH:8][C:7]=1[CH3:21])=[O:5])[CH3:2]. The catalyst class is: 15. (3) The catalyst class is: 7. Product: [CH3:1][N:2]([CH2:3][CH:4]([O:7][CH2:31][CH2:30][CH2:29][CH2:28][CH2:27][CH2:26][CH2:25][CH2:24]/[CH:23]=[CH:22]\[CH2:21][CH2:20][CH2:19][CH3:18])[CH2:5][O:6][CH2:18][CH2:19][CH2:20][CH2:21][CH2:22][CH2:23][CH2:24][CH2:25]/[CH:26]=[CH:27]\[CH2:28][CH2:29][CH2:30][CH3:31])[CH3:8]. Reactant: [CH3:1][N:2]([CH3:8])[CH2:3][CH:4]([OH:7])[CH2:5][OH:6].[Na][Na].[H-].[Na+].CS(O[CH2:18][CH2:19][CH2:20][CH2:21][CH2:22][CH2:23][CH2:24][CH2:25]/[CH:26]=[CH:27]\[CH2:28][CH2:29][CH2:30][CH3:31])(=O)=O. (4) Reactant: [C:1]([O:5][C:6](=[O:42])[NH:7][C@H:8]1[CH2:13][CH2:12][C@@H:11]([N:14]2[C:19](=[O:20])[C:18]3[CH:21]=[C:22]([F:25])[CH:23]=[N:24][C:17]=3[N:16]([C:26]3[CH:27]=[C:28]([C:32]4[CH:37]=[CH:36][C:35]([OH:38])=[CH:34][C:33]=4[CH:39]=O)[CH:29]=[CH:30][CH:31]=3)[C:15]2=[O:41])[CH2:10][CH2:9]1)([CH3:4])([CH3:3])[CH3:2].[NH:43]1[CH2:49][CH2:48][C:47](=[O:50])[NH:46][CH2:45][CH2:44]1.C(O)(=O)C.[Na]. Product: [C:1]([O:5][C:6](=[O:42])[NH:7][C@H:8]1[CH2:9][CH2:10][C@@H:11]([N:14]2[C:19](=[O:20])[C:18]3[CH:21]=[C:22]([F:25])[CH:23]=[N:24][C:17]=3[N:16]([C:26]3[CH:27]=[C:28]([C:32]4[CH:37]=[CH:36][C:35]([OH:38])=[CH:34][C:33]=4[CH2:39][N:43]4[CH2:49][CH2:48][C:47](=[O:50])[NH:46][CH2:45][CH2:44]4)[CH:29]=[CH:30][CH:31]=3)[C:15]2=[O:41])[CH2:12][CH2:13]1)([CH3:4])([CH3:2])[CH3:3]. The catalyst class is: 26. (5) Reactant: [F:1][C:2]([F:18])([F:17])[C:3]1[CH:8]=[CH:7][CH:6]=[CH:5][C:4]=1[C:9]1[CH:14]=[CH:13][C:12]([CH:15]=[O:16])=[CH:11][CH:10]=1.[O-:19][Mn](=O)(=O)=O.[K+]. Product: [F:1][C:2]([F:17])([F:18])[C:3]1[CH:8]=[CH:7][CH:6]=[CH:5][C:4]=1[C:9]1[CH:14]=[CH:13][C:12]([C:15]([OH:19])=[O:16])=[CH:11][CH:10]=1. The catalyst class is: 12.